Dataset: Merck oncology drug combination screen with 23,052 pairs across 39 cell lines. Task: Regression. Given two drug SMILES strings and cell line genomic features, predict the synergy score measuring deviation from expected non-interaction effect. Drug 1: NC1CCCCC1N.O=C(O)C(=O)O.[Pt+2]. Drug 2: Cn1cc(-c2cnn3c(N)c(Br)c(C4CCCNC4)nc23)cn1. Cell line: A2058. Synergy scores: synergy=18.8.